This data is from Full USPTO retrosynthesis dataset with 1.9M reactions from patents (1976-2016). The task is: Predict the reactants needed to synthesize the given product. Given the product [CH3:1][N:2]([C@H:3]1[CH2:4][CH2:5][C@H:6]([CH2:9][CH2:10][CH2:11][CH2:12][N:40]([CH3:39])[CH2:41][CH2:42][CH3:43])[CH2:7][CH2:8]1)[S:33]([C:30]1[CH:31]=[CH:32][C:27]([C:26]([F:38])([F:37])[F:25])=[CH:28][CH:29]=1)(=[O:35])=[O:34], predict the reactants needed to synthesize it. The reactants are: [CH3:1][NH:2][C@H:3]1[CH2:8][CH2:7][C@H:6]([CH2:9][CH2:10][CH2:11][CH2:12]OS(C)(=O)=O)[CH2:5][CH2:4]1.FC(F)(F)C(O)=O.[F:25][C:26]([F:38])([F:37])[C:27]1[CH:32]=[CH:31][C:30]([S:33](Cl)(=[O:35])=[O:34])=[CH:29][CH:28]=1.[CH3:39][NH:40][CH2:41][CH2:42][CH3:43].